This data is from Full USPTO retrosynthesis dataset with 1.9M reactions from patents (1976-2016). The task is: Predict the reactants needed to synthesize the given product. (1) Given the product [CH:22]([Si:21]1([CH:25]([CH3:27])[CH3:26])[C:2]2[CH:7]=[CH:6][CH:5]=[CH:4][C:3]=2[CH:8]([C:10]2[CH:15]=[CH:14][CH:13]=[CH:12][CH:11]=2)[O:9]1)([CH3:24])[CH3:23], predict the reactants needed to synthesize it. The reactants are: Br[C:2]1[CH:7]=[CH:6][CH:5]=[CH:4][C:3]=1[CH:8]([C:10]1[CH:15]=[CH:14][CH:13]=[CH:12][CH:11]=1)[OH:9].[Li]CCCC.[SiH:21](Cl)([CH:25]([CH3:27])[CH3:26])[CH:22]([CH3:24])[CH3:23]. (2) Given the product [C:1]([O:5][C:6](=[O:30])[NH:7][C:8]([C:10]1[S:11][C:12]([S:28][CH3:29])=[C:13]([S:15]([C:18]2[CH:26]=[C:25]([Br:27])[C:21]3[N:22]([CH2:34][C:33]4[CH:36]=[C:37]([N+:40]([O-:42])=[O:41])[CH:38]=[CH:39][C:32]=4[F:31])[CH:23]=[N:24][C:20]=3[CH:19]=2)(=[O:16])=[O:17])[CH:14]=1)=[NH:9])([CH3:4])([CH3:3])[CH3:2].[C:1]([O:5][C:6](=[O:30])[NH:7][C:8]([C:10]1[S:11][C:12]([S:28][CH3:29])=[C:13]([S:15]([C:18]2[CH:26]=[C:25]([Br:27])[C:21]3[N:22]=[CH:23][N:24]([CH2:34][C:33]4[CH:36]=[C:37]([N+:40]([O-:42])=[O:41])[CH:38]=[CH:39][C:32]=4[F:31])[C:20]=3[CH:19]=2)(=[O:16])=[O:17])[CH:14]=1)=[NH:9])([CH3:4])([CH3:3])[CH3:2], predict the reactants needed to synthesize it. The reactants are: [C:1]([O:5][C:6](=[O:30])[NH:7][C:8]([C:10]1[S:11][C:12]([S:28][CH3:29])=[C:13]([S:15]([C:18]2[CH:26]=[C:25]([Br:27])[C:21]3[N:22]=[CH:23][NH:24][C:20]=3[CH:19]=2)(=[O:17])=[O:16])[CH:14]=1)=[NH:9])([CH3:4])([CH3:3])[CH3:2].[F:31][C:32]1[CH:39]=[CH:38][C:37]([N+:40]([O-:42])=[O:41])=[CH:36][C:33]=1[CH2:34]Br.C(NC(C)C)(C)C.